From a dataset of Catalyst prediction with 721,799 reactions and 888 catalyst types from USPTO. Predict which catalyst facilitates the given reaction. (1) Reactant: [N+:1]([C:4]1[C:9]([C:10]([F:13])([F:12])[F:11])=[CH:8][CH:7]=[CH:6][C:5]=1[NH:14]C(=O)C)([O-:3])=[O:2].[OH-].[Na+].CCOC(C)=O. Product: [N+:1]([C:4]1[C:9]([C:10]([F:11])([F:12])[F:13])=[CH:8][CH:7]=[CH:6][C:5]=1[NH2:14])([O-:3])=[O:2]. The catalyst class is: 14. (2) Reactant: F[P-](F)(F)(F)(F)F.N1(OC(N(C)C)=[N+](C)C)C2N=CC=CC=2N=N1.[CH3:25][N:26]([CH2:33][C:34]1[CH:42]=[CH:41][C:37]([C:38]([OH:40])=O)=[CH:36][CH:35]=1)[C:27]1[CH:32]=[CH:31][CH:30]=[CH:29][CH:28]=1.C(N(CC)C(C)C)(C)C.[NH2:52][C:53]1[CH:58]=[CH:57][C:56]([C:59]2[S:63][C:62]([N:64]=[C:65]([NH2:67])[NH2:66])=[N:61][C:60]=2[CH3:68])=[CH:55][CH:54]=1. Product: [NH2:67][C:65]([NH:64][C:62]1[S:63][C:59]([C:56]2[CH:57]=[CH:58][C:53]([NH:52][C:38](=[O:40])[C:37]3[CH:36]=[CH:35][C:34]([CH2:33][N:26]([CH3:25])[C:27]4[CH:28]=[CH:29][CH:30]=[CH:31][CH:32]=4)=[CH:42][CH:41]=3)=[CH:54][CH:55]=2)=[C:60]([CH3:68])[N:61]=1)=[NH:66]. The catalyst class is: 9. (3) Reactant: [S:1]1[CH:5]=[CH:4][N:3]=[C:2]1[C:6](=[O:8])[CH3:7].[CH:9](OC)(OC)[O:10]C.[CH3:16]C1C=CC(S(O)(=O)=O)=CC=1.C([O-])(O)=O.[Na+]. Product: [CH3:16][O:8][C:6]([C:2]1[S:1][CH:5]=[CH:4][N:3]=1)([O:10][CH3:9])[CH3:7]. The catalyst class is: 5. (4) Reactant: [CH3:1][O:2][C:3]1[C@H:4]([CH:11]([CH3:13])[CH3:12])[N:5]=[C:6]([O:9][CH3:10])[CH2:7][N:8]=1.C([Li])C[CH2:16][CH3:17].[PH:19](=[O:29])([O-:28])[O:20][CH2:21][C:22](CC)(CC)Br.[C:30](O)(=O)[CH3:31]. Product: [CH2:30]([O:28][P:19]([CH2:16][CH2:17][C@@H:7]1[C:6]([O:9][CH3:10])=[N:5][C@@H:4]([CH:11]([CH3:13])[CH3:12])[C:3]([O:2][CH3:1])=[N:8]1)([O:20][CH2:21][CH3:22])=[O:29])[CH3:31]. The catalyst class is: 1. (5) Reactant: [NH2:1][C:2]1[CH:21]=[CH:20][C:5]([O:6][C:7]2[CH:12]=[CH:11][N:10]=[C:9]([NH:13][C:14](=[O:19])[O:15][CH2:16][CH:17]=[CH2:18])[CH:8]=2)=[C:4]([F:22])[CH:3]=1.CCN(C(C)C)C(C)C.Cl[C:33](Cl)([O:35]C(=O)OC(Cl)(Cl)Cl)Cl.Cl.[CH2:45]([O:48][C:49]1[CH:50]=[C:51]([CH:53]=[CH:54][CH:55]=1)[NH2:52])[CH:46]=[CH2:47]. Product: [CH2:45]([O:48][C:49]1[CH:50]=[C:51]([NH:52][C:33](=[O:35])[NH:1][C:2]2[CH:21]=[CH:20][C:5]([O:6][C:7]3[CH:12]=[CH:11][N:10]=[C:9]([NH:13][C:14](=[O:19])[O:15][CH2:16][CH:17]=[CH2:18])[CH:8]=3)=[C:4]([F:22])[CH:3]=2)[CH:53]=[CH:54][CH:55]=1)[CH:46]=[CH2:47]. The catalyst class is: 1. (6) Reactant: [C:1]([O:5][C:6](=[O:19])[CH2:7][C@@:8]1([CH2:15][N+:16]([O-])=O)[CH2:14][C@@H:13]2[C@H:9]1[CH:10]=[CH:11][CH2:12]2)([CH3:4])([CH3:3])[CH3:2].[Cl-].[NH4+].C([N+]([O-])=O)([N+]([O-])=O)[N+]([O-])=O.[CH3:32][C:33]([O:36][C:37](O[C:37]([O:36][C:33]([CH3:35])([CH3:34])[CH3:32])=[O:38])=[O:38])([CH3:35])[CH3:34].C(N(CC)CC)C. Product: [C:1]([O:5][C:6](=[O:19])[CH2:7][C@@:8]1([CH2:15][NH:16][C:37]([O:36][C:33]([CH3:35])([CH3:34])[CH3:32])=[O:38])[CH2:14][C@@H:13]2[C@H:9]1[CH:10]=[CH:11][CH2:12]2)([CH3:4])([CH3:3])[CH3:2]. The catalyst class is: 190. (7) Reactant: [C:1]1([C:7]2[CH:8]=[C:9]([CH2:24][OH:25])[CH:10]=[CH:11][C:12]=2[CH2:13][N:14]2[CH2:23][CH2:22][C:21]3[C:16](=[CH:17][CH:18]=[CH:19][CH:20]=3)[CH2:15]2)[CH2:6][CH2:5][CH2:4][CH2:3][CH:2]=1.O[C:27]1[CH:32]=[CH:31][C:30]([CH:33]([C:40]#[C:41][CH3:42])[CH2:34][C:35]([O:37][CH2:38][CH3:39])=[O:36])=[CH:29][CH:28]=1.C1(P(C2C=CC=CC=2)C2C=CC=CC=2)C=CC=CC=1.N(C(OC(C)C)=O)=NC(OC(C)C)=O. Product: [C:1]1([C:7]2[CH:8]=[C:9]([CH:10]=[CH:11][C:12]=2[CH2:13][N:14]2[CH2:23][CH2:22][C:21]3[C:16](=[CH:17][CH:18]=[CH:19][CH:20]=3)[CH2:15]2)[CH2:24][O:25][C:27]2[CH:32]=[CH:31][C:30]([CH:33]([C:40]#[C:41][CH3:42])[CH2:34][C:35]([O:37][CH2:38][CH3:39])=[O:36])=[CH:29][CH:28]=2)[CH2:6][CH2:5][CH2:4][CH2:3][CH:2]=1. The catalyst class is: 7.